Dataset: Full USPTO retrosynthesis dataset with 1.9M reactions from patents (1976-2016). Task: Predict the reactants needed to synthesize the given product. (1) Given the product [Cl:8][C:9]1[C:10]([F:35])=[C:11]([CH:32]=[CH:33][CH:34]=1)[NH:12][C:13]1[C:22]2[C:17](=[CH:18][C:19]([O:30][CH3:31])=[C:20]([O:23][CH:24]3[CH2:29][CH2:28][N:27]([C:5]([O:4][CH2:3][CH2:2][N:39]4[CH2:36][CH2:38][CH2:44][CH2:42]4)=[O:6])[CH2:26][CH2:25]3)[CH:21]=2)[N:16]=[CH:15][N:14]=1, predict the reactants needed to synthesize it. The reactants are: Cl[CH2:2][CH2:3][O:4][C:5](Cl)=[O:6].[Cl:8][C:9]1[C:10]([F:35])=[C:11]([CH:32]=[CH:33][CH:34]=1)[NH:12][C:13]1[C:22]2[C:17](=[CH:18][C:19]([O:30][CH3:31])=[C:20]([O:23][CH:24]3[CH2:29][CH2:28][NH:27][CH2:26][CH2:25]3)[CH:21]=2)[N:16]=[CH:15][N:14]=1.[CH:36]([N:39]([CH:42]([CH3:44])C)CC)([CH3:38])C. (2) Given the product [O:12]1[CH2:13][CH2:14][CH:9]([N:8]([CH2:7][C:6]2[CH:15]=[CH:16][CH:17]=[C:4]([O:3][C:2]([F:18])([F:1])[F:19])[CH:5]=2)[C:29]([C:21]2[N:20]=[C:24]3[CH:25]=[CH:26][CH:27]=[CH:28][N:23]3[CH:22]=2)=[O:30])[CH2:10][CH2:11]1, predict the reactants needed to synthesize it. The reactants are: [F:1][C:2]([F:19])([F:18])[O:3][C:4]1[CH:5]=[C:6]([CH:15]=[CH:16][CH:17]=1)[CH2:7][NH:8][CH:9]1[CH2:14][CH2:13][O:12][CH2:11][CH2:10]1.[N:20]1[C:21]([C:29](O)=[O:30])=[CH:22][N:23]2[CH:28]=[CH:27][CH:26]=[CH:25][C:24]=12.CCN=C=NCCCN(C)C.Cl.C1C=CC2N(O)N=NC=2C=1. (3) Given the product [C:1]([O:5][C:6](=[O:21])[NH:7][CH2:8][CH2:9][CH2:10][CH2:11][C:12]1[CH:13]=[CH:14][C:15]([NH2:18])=[CH:16][CH:17]=1)([CH3:4])([CH3:2])[CH3:3], predict the reactants needed to synthesize it. The reactants are: [C:1]([O:5][C:6](=[O:21])[NH:7][CH2:8][CH2:9][C:10]#[C:11][C:12]1[CH:17]=[CH:16][C:15]([N+:18]([O-])=O)=[CH:14][CH:13]=1)([CH3:4])([CH3:3])[CH3:2]. (4) Given the product [Cl:1][C:2]1[CH:7]=[C:6]([I:8])[CH:5]=[CH:4][C:3]=1[NH:9][C:10]1[CH:27]=[N:26][CH:25]=[CH:24][C:11]=1[C:12]([NH:14][O:15][CH2:16][C@H:17]([OH:18])[CH2:21][OH:20])=[O:13], predict the reactants needed to synthesize it. The reactants are: [Cl:1][C:2]1[CH:7]=[C:6]([I:8])[CH:5]=[CH:4][C:3]=1[NH:9][C:10]1[CH:27]=[N:26][CH:25]=[CH:24][C:11]=1[C:12]([NH:14][O:15][CH2:16][C@H:17]1[CH2:21][O:20]C(C)(C)[O:18]1)=[O:13]. (5) Given the product [CH3:17][O:16][C:9]1[CH:8]=[C:7]([C:6]2[O:20][CH2:19][CH:4]([C:3]([O:2][CH3:1])=[O:21])[N:5]=2)[CH:12]=[CH:11][C:10]=1[N+:13]([O-:15])=[O:14], predict the reactants needed to synthesize it. The reactants are: [CH3:1][O:2][C:3](=[O:21])[C@H:4]([CH2:19][OH:20])[NH:5][C:6](=O)[C:7]1[CH:12]=[CH:11][C:10]([N+:13]([O-:15])=[O:14])=[C:9]([O:16][CH3:17])[CH:8]=1.CC[N+](S(N=C(OC)[O-])(=O)=O)(CC)CC. (6) Given the product [Br:1][C:2]1[CH:7]=[C:6]([C:8]2[CH2:12][C:11]([C:17]3[CH:22]=[C:21]([Cl:23])[CH:20]=[C:19]([Cl:24])[CH:18]=3)([C:13]([F:14])([F:15])[F:16])[CH2:10][N:9]=2)[CH:5]=[CH:4][C:3]=1[CH2:25][O:26][S:35]([CH3:34])(=[O:37])=[O:36], predict the reactants needed to synthesize it. The reactants are: [Br:1][C:2]1[CH:7]=[C:6]([C:8]2[CH2:12][C:11]([C:17]3[CH:22]=[C:21]([Cl:23])[CH:20]=[C:19]([Cl:24])[CH:18]=3)([C:13]([F:16])([F:15])[F:14])[CH2:10][N:9]=2)[CH:5]=[CH:4][C:3]=1[CH2:25][OH:26].C(N(CC)CC)C.[CH3:34][S:35](Cl)(=[O:37])=[O:36]. (7) Given the product [C:36]([NH:1][C:2]1[C:6]2[CH:7]=[C:8]3[CH2:15][CH2:14][CH2:13][CH2:12][CH2:11][C:9]3=[N:10][C:5]=2[S:4][C:3]=1[C:16]([NH:18][C:19]1[S:20][C:21]([C:24]2[CH:25]=[CH:26][CH:27]=[CH:28][CH:29]=2)=[N:22][N:23]=1)=[O:17])(=[O:43])[C:37]1[CH:42]=[CH:41][CH:40]=[CH:39][CH:38]=1, predict the reactants needed to synthesize it. The reactants are: [NH2:1][C:2]1[C:6]2[CH:7]=[C:8]3[CH2:15][CH2:14][CH2:13][CH2:12][CH2:11][C:9]3=[N:10][C:5]=2[S:4][C:3]=1[C:16]([NH:18][C:19]1[S:20][C:21]([C:24]2[CH:29]=[CH:28][CH:27]=[CH:26][CH:25]=2)=[N:22][N:23]=1)=[O:17].N1C=CC=CC=1.[C:36](O[C:36](=[O:43])[C:37]1[CH:42]=[CH:41][CH:40]=[CH:39][CH:38]=1)(=[O:43])[C:37]1[CH:42]=[CH:41][CH:40]=[CH:39][CH:38]=1.C(Cl)Cl.